From a dataset of Full USPTO retrosynthesis dataset with 1.9M reactions from patents (1976-2016). Predict the reactants needed to synthesize the given product. (1) Given the product [C:22]([NH:30][NH:31][C:19](=[O:20])/[CH:18]=[CH:17]/[C:10]1[C:11]2[C:16](=[CH:15][CH:14]=[CH:13][CH:12]=2)[N:8]([C:6]([O:5][C:1]([CH3:2])([CH3:3])[CH3:4])=[O:7])[CH:9]=1)(=[O:29])[C:23]1[CH:28]=[CH:27][CH:26]=[CH:25][CH:24]=1, predict the reactants needed to synthesize it. The reactants are: [C:1]([O:5][C:6]([N:8]1[C:16]2[C:11](=[CH:12][CH:13]=[CH:14][CH:15]=2)[C:10](/[CH:17]=[CH:18]/[C:19](O)=[O:20])=[CH:9]1)=[O:7])([CH3:4])([CH3:3])[CH3:2].[C:22]([NH:30][NH2:31])(=[O:29])[C:23]1[CH:28]=[CH:27][CH:26]=[CH:25][CH:24]=1.CN(C(ON1N=NC2C=CC=NC1=2)=[N+](C)C)C.F[P-](F)(F)(F)(F)F.C(N(CC)C(C)C)(C)C. (2) The reactants are: [O:1]1[C:5]2[CH:6]=[CH:7][C:8]([C:10]3(O)[CH2:15][CH2:14][C:13](=[O:16])[CH2:12][CH2:11]3)=[CH:9][C:4]=2[O:3][CH2:2]1.Cl. Given the product [O:1]1[C:5]2[CH:6]=[CH:7][C:8]([C:10]3[CH2:15][CH2:14][C:13](=[O:16])[CH2:12][CH:11]=3)=[CH:9][C:4]=2[O:3][CH2:2]1, predict the reactants needed to synthesize it. (3) The reactants are: [F:1][C:2]1[CH:7]=[C:6]([CH:8]([CH3:17])[CH2:9][CH2:10][CH:11]([S:13]([NH2:16])(=[O:15])=[O:14])[CH3:12])[CH:5]=[CH:4][C:3]=1[C:18]1[CH:23]=[CH:22][C:21]([NH2:24])=[C:20]([N+:25]([O-])=O)[CH:19]=1. Given the product [F:1][C:2]1[CH:7]=[C:6]([CH:8]([CH3:17])[CH2:9][CH2:10][CH:11]([S:13]([NH2:16])(=[O:15])=[O:14])[CH3:12])[CH:5]=[CH:4][C:3]=1[C:18]1[CH:23]=[CH:22][C:21]([NH2:24])=[C:20]([NH2:25])[CH:19]=1, predict the reactants needed to synthesize it. (4) Given the product [CH3:26][NH:27][C:3]([C:5]1[C:14]([OH:15])=[C:13]2[C:8]([CH:9]=[CH:10][C:11](=[O:23])[N:12]2[CH2:16][C:17]2[CH:18]=[CH:19][CH:20]=[CH:21][CH:22]=2)=[C:7]([C:24]#[N:25])[N:6]=1)=[O:4], predict the reactants needed to synthesize it. The reactants are: CO[C:3]([C:5]1[C:14]([OH:15])=[C:13]2[C:8]([CH:9]=[CH:10][C:11](=[O:23])[N:12]2[CH2:16][C:17]2[CH:22]=[CH:21][CH:20]=[CH:19][CH:18]=2)=[C:7]([C:24]#[N:25])[N:6]=1)=[O:4].[CH3:26][NH2:27]. (5) Given the product [CH3:38][NH:39][C:40]([N:21]1[CH2:22][CH2:23][N:18]([S:15]([C:12]2[CH:11]=[CH:10][C:9]([O:8][CH2:7][C:6]3[CH:34]=[CH:35][CH:36]=[CH:37][C:5]=3[CH3:4])=[CH:14][CH:13]=2)(=[O:16])=[O:17])[CH:19]([C:25]23[O:32][CH2:31][C:28]([CH3:33])([CH2:29][O:30]2)[CH2:27][O:26]3)[CH:20]1[CH3:24])=[O:41], predict the reactants needed to synthesize it. The reactants are: ClCCl.[CH3:4][C:5]1[CH:37]=[CH:36][CH:35]=[CH:34][C:6]=1[CH2:7][O:8][C:9]1[CH:14]=[CH:13][C:12]([S:15]([N:18]2[CH2:23][CH2:22][NH:21][CH:20]([CH3:24])[CH:19]2[C:25]23[O:32][CH2:31][C:28]([CH3:33])([CH2:29][O:30]2)[CH2:27][O:26]3)(=[O:17])=[O:16])=[CH:11][CH:10]=1.[CH3:38][N:39]=[C:40]=[O:41]. (6) Given the product [F:24][C:25]1[CH:30]=[C:29]([CH2:31][N:6]2[C:5]([C:12]([C:14]3[CH:15]=[C:16]([C:22]#[N:23])[CH:17]=[C:18]([CH:21]=3)[C:19]#[N:20])=[O:13])=[C:4]([CH:1]([CH3:3])[CH3:2])[C:9](=[O:10])[NH:8][C:7]2=[O:11])[CH:28]=[C:27]([NH:37][CH2:38][C:39]2[CH:44]=[CH:43][C:42]([O:45][CH3:46])=[CH:41][CH:40]=2)[N:26]=1, predict the reactants needed to synthesize it. The reactants are: [CH:1]([C:4]1[C:9](=[O:10])[NH:8][C:7](=[O:11])[NH:6][C:5]=1[C:12]([C:14]1[CH:15]=[C:16]([C:22]#[N:23])[CH:17]=[C:18]([CH:21]=1)[C:19]#[N:20])=[O:13])([CH3:3])[CH3:2].[F:24][C:25]1[CH:30]=[C:29]([CH2:31]OS(C)(=O)=O)[CH:28]=[C:27]([NH:37][CH2:38][C:39]2[CH:44]=[CH:43][C:42]([O:45][CH3:46])=[CH:41][CH:40]=2)[N:26]=1.[I-].[Li+].C(=O)([O-])[O-].[K+].[K+].